From a dataset of Full USPTO retrosynthesis dataset with 1.9M reactions from patents (1976-2016). Predict the reactants needed to synthesize the given product. (1) The reactants are: [CH2:1]([O:3][C:4]([C:6]1[C:7](=[O:22])[C:8]2[C:13]([C:14]=1[C:15]1[CH:20]=[CH:19][CH:18]=[CH:17][CH:16]=1)=[CH:12][CH:11]=[C:10]([CH3:21])[CH:9]=2)=[O:5])[CH3:2].[Br:23]N1C(=O)CCC1=O.N(C(C)(C)C#N)=NC(C)(C)C#N. Given the product [CH2:1]([O:3][C:4]([C:6]1[C:7](=[O:22])[C:8]2[C:13]([C:14]=1[C:15]1[CH:20]=[CH:19][CH:18]=[CH:17][CH:16]=1)=[CH:12][CH:11]=[C:10]([CH2:21][Br:23])[CH:9]=2)=[O:5])[CH3:2], predict the reactants needed to synthesize it. (2) Given the product [SH:18][CH2:17][CH:16]([NH:15][C:13]([C:12]1[C:6]2[N:5]([CH2:26][C:27]3[CH:32]=[CH:31][C:30]([C:33]4[CH:38]=[CH:37][CH:36]=[CH:35][C:34]=4[C:39]4[NH:43][N:42]=[N:41][N:40]=4)=[CH:29][CH:28]=3)[C:4]([O:3][CH2:1][CH3:2])=[N:8][C:7]=2[CH:9]=[CH:10][CH:11]=1)=[O:14])[CH2:22][CH:23]([CH3:25])[CH3:24], predict the reactants needed to synthesize it. The reactants are: [CH2:1]([O:3][C:4]1[N:5]([CH2:26][C:27]2[CH:32]=[CH:31][C:30]([C:33]3[CH:38]=[CH:37][CH:36]=[CH:35][C:34]=3[C:39]3[NH:43][N:42]=[N:41][N:40]=3)=[CH:29][CH:28]=2)[C:6]2[C:12]([C:13]([NH:15][CH:16]([CH2:22][CH:23]([CH3:25])[CH3:24])[CH2:17][S:18]C(=O)C)=[O:14])=[CH:11][CH:10]=[CH:9][C:7]=2[N:8]=1)[CH3:2]. (3) Given the product [CH3:9][N:8]1[C:12]2[CH:11]=[CH:19][C:18]([N+:21]([O-:23])=[O:22])=[CH:17][C:16]=2[CH2:24][O:25][C:1]1=[O:2], predict the reactants needed to synthesize it. The reactants are: [C:1]([N:8]1[CH:12]=[CH:11]N=[CH:9]1)(N1C=CN=C1)=[O:2].CNC1C=[CH:19][C:18]([N+:21]([O-:23])=[O:22])=[CH:17][C:16]=1[CH2:24][OH:25]. (4) Given the product [OH:24][C:23]1[C:14]([CH2:13][CH:12]([NH:11][C:9](=[O:10])[CH2:8][O:1][C:2]2[CH:3]=[CH:4][CH:5]=[CH:6][CH:7]=2)[C:29]2[CH:34]=[CH:33][CH:32]=[CH:31][CH:30]=2)=[CH:15][CH:16]=[C:17]2[C:22]=1[N:21]=[CH:20][CH:19]=[CH:18]2, predict the reactants needed to synthesize it. The reactants are: [O:1]([CH2:8][C:9]([NH:11][CH:12]([C:29]1[CH:34]=[CH:33][CH:32]=[CH:31][CH:30]=1)[CH2:13][C:14]1[C:23]([O:24]S(=O)(=O)O)=[C:22]2[C:17]([CH:18]=[CH:19][CH:20]=[N:21]2)=[CH:16][CH:15]=1)=[O:10])[C:2]1[CH:7]=[CH:6][CH:5]=[CH:4][CH:3]=1.Cl. (5) Given the product [F:1][C:2]1[CH:3]=[CH:4][CH:5]=[C:6]2[C:11]=1[N:10]=[C:9]([N:12]1[CH2:13][CH2:14][N:15]([C:18]3[CH:23]=[CH:22][CH:21]=[C:20]([O:24][CH3:25])[CH:19]=3)[CH2:16][CH2:17]1)[N:8]([C:26]1[CH:31]=[C:30]([C:32]([F:35])([F:34])[F:33])[CH:29]=[CH:28][C:27]=1[O:36][CH3:37])[CH:7]2[CH2:38][C:39]([OH:41])=[O:40], predict the reactants needed to synthesize it. The reactants are: [F:1][C:2]1[CH:3]=[CH:4][CH:5]=[C:6]2[C:11]=1[N:10]=[C:9]([N:12]1[CH2:17][CH2:16][N:15]([C:18]3[CH:23]=[CH:22][CH:21]=[C:20]([O:24][CH3:25])[CH:19]=3)[CH2:14][CH2:13]1)[N:8]([C:26]1[CH:31]=[C:30]([C:32]([F:35])([F:34])[F:33])[CH:29]=[CH:28][C:27]=1[O:36][CH3:37])[CH:7]2[CH2:38][C:39]([O:41]C)=[O:40].[OH-].[Na+].